This data is from Reaction yield outcomes from USPTO patents with 853,638 reactions. The task is: Predict the reaction yield, written as a fraction of the theoretical maximum amount of product (1.0 means a 100% yield; for example, 0.34 means a 34% yield). (1) The yield is 0.657. The catalyst is CN(C=O)C. The reactants are [NH2:1][CH2:2][CH:3]([CH3:17])[CH2:4][NH:5][S:6]([C:9]1[CH:14]=[CH:13][C:12]([C:15]#[N:16])=[CH:11][CH:10]=1)(=[O:8])=[O:7].[CH2:18]([N:20]1[C:32]2[CH:31]=[CH:30][C:29]([C:33](O)=[O:34])=[CH:28][C:27]=2[C:26]2[C:21]1=[CH:22][CH:23]=[CH:24][CH:25]=2)[CH3:19].CN(C(ON1N=NC2C=CC=NC1=2)=[N+](C)C)C.F[P-](F)(F)(F)(F)F.O. The product is [C:15]([C:12]1[CH:11]=[CH:10][C:9]([S:6]([NH:5][CH2:4][CH:3]([CH3:17])[CH2:2][NH:1][C:33]([C:29]2[CH:30]=[CH:31][C:32]3[N:20]([CH2:18][CH3:19])[C:21]4[C:26]([C:27]=3[CH:28]=2)=[CH:25][CH:24]=[CH:23][CH:22]=4)=[O:34])(=[O:8])=[O:7])=[CH:14][CH:13]=1)#[N:16]. (2) The reactants are CC1(C)[O:6][CH:5]([CH2:7][O:8][NH:9][C:10]([C:12]2[C:20]([NH:21][C:22]3[CH:27]=[CH:26][C:25]([Br:28])=[CH:24][C:23]=3[Cl:29])=[C:19]([F:30])[C:15]3[N:16]=[CH:17][S:18][C:14]=3[CH:13]=2)=[O:11])[CH2:4][O:3]1.FC(F)(F)C(O)=O.C(=O)(O)[O-].[Na+]. The catalyst is C(Cl)Cl. The product is [OH:6][CH:5]([CH2:4][OH:3])[CH2:7][O:8][NH:9][C:10]([C:12]1[C:20]([NH:21][C:22]2[CH:27]=[CH:26][C:25]([Br:28])=[CH:24][C:23]=2[Cl:29])=[C:19]([F:30])[C:15]2[N:16]=[CH:17][S:18][C:14]=2[CH:13]=1)=[O:11]. The yield is 0.586. (3) The reactants are [CH3:1][O:2][CH2:3][CH2:4][N:5]1[CH:9]=[CH:8][C:7]([NH2:10])=[N:6]1.N1C(C)=CC=CC=1C.[CH:19]1([CH2:24][C@H:25]([C:29]2[CH:34]=[CH:33][C:32]([Cl:35])=[C:31]([Cl:36])[CH:30]=2)[C:26](Cl)=[O:27])[CH2:23][CH2:22][CH2:21][CH2:20]1. The catalyst is C(Cl)Cl. The product is [CH:19]1([CH2:24][C@H:25]([C:29]2[CH:34]=[CH:33][C:32]([Cl:35])=[C:31]([Cl:36])[CH:30]=2)[C:26]([NH:10][C:7]2[CH:8]=[CH:9][N:5]([CH2:4][CH2:3][O:2][CH3:1])[N:6]=2)=[O:27])[CH2:23][CH2:22][CH2:21][CH2:20]1. The yield is 0.630. (4) The catalyst is C(Cl)Cl. The reactants are [C:9](O[C:9]([O:11][C:12]([CH3:15])([CH3:14])[CH3:13])=[O:10])([O:11][C:12]([CH3:15])([CH3:14])[CH3:13])=[O:10].[NH2:16][C:17]1[NH:21][N:20]=[C:19]([C:22]2[CH:27]=[CH:26][C:25]([O:28][CH3:29])=[CH:24][CH:23]=2)[CH:18]=1.[OH-].[K+]. The yield is 0.940. The product is [C:12]([O:11][C:9]([N:21]1[C:17]([NH2:16])=[CH:18][C:19]([C:22]2[CH:27]=[CH:26][C:25]([O:28][CH3:29])=[CH:24][CH:23]=2)=[N:20]1)=[O:10])([CH3:13])([CH3:14])[CH3:15]. (5) The reactants are C([O:4][CH2:5][C:6]1[C:11]([N:12]2[CH2:24][CH2:23][C:22]3[N:21]4[C:16]([CH2:17][CH2:18][CH2:19][CH2:20]4)=[CH:15][C:14]=3[C:13]2=[O:25])=[CH:10][C:9]([F:26])=[CH:8][C:7]=1[C:27]1[CH:32]=[C:31]([NH:33][C:34]2[CH:39]=[CH:38][C:37]([N:40]3[CH2:45][C@@H:44]([CH3:46])[N:43]([CH:47]4[CH2:50][O:49][CH2:48]4)[CH2:42][C@@H:41]3[CH3:51])=[CH:36][N:35]=2)[C:30](=[O:52])[N:29]([CH3:53])[CH:28]=1)(=O)C.[OH-].[Li+]. The catalyst is C(O)(C)C.C1COCC1.O. The product is [CH3:51][C@H:41]1[CH2:42][N:43]([CH:47]2[CH2:50][O:49][CH2:48]2)[C@H:44]([CH3:46])[CH2:45][N:40]1[C:37]1[CH:38]=[CH:39][C:34]([NH:33][C:31]2[C:30](=[O:52])[N:29]([CH3:53])[CH:28]=[C:27]([C:7]3[C:6]([CH2:5][OH:4])=[C:11]([N:12]4[CH2:24][CH2:23][C:22]5[N:21]6[C:16]([CH2:17][CH2:18][CH2:19][CH2:20]6)=[CH:15][C:14]=5[C:13]4=[O:25])[CH:10]=[C:9]([F:26])[CH:8]=3)[CH:32]=2)=[N:35][CH:36]=1. The yield is 0.330. (6) The reactants are [CH2:1]([C:3]1[CH:4]=[C:5]([CH:7]=[CH:8][CH:9]=1)[NH2:6])[CH3:2].O[CH2:11][CH:12]([CH2:14]O)O.[Na+].[N+](C1C=C(S([O-])(=O)=O)C=CC=1)([O-])=O.OS(O)(=O)=O. The catalyst is O. The yield is 0.930. The product is [CH2:1]([C:3]1[CH:4]=[C:5]2[C:7]([CH:11]=[CH:12][CH:14]=[N:6]2)=[CH:8][CH:9]=1)[CH3:2]. (7) No catalyst specified. The product is [CH:36]([C:4]1[C:3]([C:15]([F:18])([F:17])[F:16])=[C:2]([S:34][C:29]2[CH:30]=[CH:31][CH:32]=[CH:33][CH:28]=2)[CH:7]=[CH:6][C:5]=1[C:8]1[CH:13]=[CH:12][N+:11]([O-:14])=[CH:10][CH:9]=1)([CH3:35])[CH3:19]. The yield is 0.840. The reactants are F[C:2]1[CH:7]=[CH:6][C:5]([C:8]2[CH:13]=[CH:12][N+:11]([O-:14])=[CH:10][CH:9]=2)=[CH:4][C:3]=1[C:15]([F:18])([F:17])[F:16].[C:19](=O)([O-])[O-].[Cs+].[Cs+].C([C:28]1[CH:33]=[CH:32][CH:31]=[CH:30][C:29]=1[SH:34])(C)C.[CH3:35][C:36](N(C)C)=O. (8) The reactants are [P:1]([O:11][CH2:12][C:13]1[C:18]([O:19][CH3:20])=[CH:17][CH:16]=[CH:15][C:14]=1[CH2:21][O:22][Si](C(C)(C)C)(C)C)([O:7][CH2:8][CH:9]=[CH2:10])([O:3][CH2:4][CH:5]=[CH2:6])=[O:2].[F-].C([N+](CCCC)(CCCC)CCCC)CCC.O.C(OCC)(=O)C. The catalyst is O1CCCC1.CCCCCC. The yield is 0.930. The product is [P:1]([O:11][CH2:12][C:13]1[C:18]([O:19][CH3:20])=[CH:17][CH:16]=[CH:15][C:14]=1[CH2:21][OH:22])([O:7][CH2:8][CH:9]=[CH2:10])([O:3][CH2:4][CH:5]=[CH2:6])=[O:2]. (9) The reactants are C([O:3][C:4](=O)[CH2:5][C:6]1[C:10]2[CH:11]=[C:12]([CH2:15][N:16]([CH3:18])[CH3:17])[CH:13]=[CH:14][C:9]=2[O:8][C:7]=1[CH3:19])C.[NH3:21]. The catalyst is CO. The product is [CH3:17][N:16]([CH2:15][C:12]1[CH:13]=[CH:14][C:9]2[O:8][C:7]([CH3:19])=[C:6]([CH2:5][C:4]([NH2:21])=[O:3])[C:10]=2[CH:11]=1)[CH3:18]. The yield is 0.900. (10) The reactants are [CH3:1][C:2]([C:4]1[CH:12]=[CH:11][C:9]([OH:10])=[C:6]([O:7][CH3:8])[CH:5]=1)=[O:3].N1C=CN=C1.[CH3:18][C:19]([Si:22](Cl)([CH3:24])[CH3:23])([CH3:21])[CH3:20]. The catalyst is C1COCC1. The product is [C:19]([Si:22]([CH3:24])([CH3:23])[O:10][C:9]1[CH:11]=[CH:12][C:4]([C:2](=[O:3])[CH3:1])=[CH:5][C:6]=1[O:7][CH3:8])([CH3:21])([CH3:20])[CH3:18]. The yield is 0.792.